Dataset: Reaction yield outcomes from USPTO patents with 853,638 reactions. Task: Predict the reaction yield, written as a fraction of the theoretical maximum amount of product (1.0 means a 100% yield; for example, 0.34 means a 34% yield). (1) The reactants are [CH2:1]([OH:4])[CH2:2][OH:3].[H-].[Na+].[Br:7][C:8]1[CH:13]=[CH:12][C:11]([CH2:14]Br)=[CH:10][CH:9]=1.O. The catalyst is C1COCC1.[N+](CCCC)(CCCC)(CCCC)CCCC.[I-].CCOC(C)=O. The product is [Br:7][C:8]1[CH:13]=[CH:12][C:11]([CH2:14][O:3][CH2:2][CH2:1][OH:4])=[CH:10][CH:9]=1. The yield is 0.400. (2) The product is [Br:24][C:25]1[C:26]([O:1][C:2]2[CH:3]=[CH:4][C:5]3[N:9]=[C:8]([CH2:10][O:11][C:12]4[CH:13]=[C:14]([CH:19]=[CH:20][CH:21]=4)[C:15]([O:17][CH3:18])=[O:16])[N:7]([CH3:22])[C:6]=3[CH:23]=2)=[N:27][CH:28]=[C:29]([Br:31])[CH:30]=1. The catalyst is [Cu](I)I.CN(C=O)C. The yield is 0.740. The reactants are [OH:1][C:2]1[CH:3]=[CH:4][C:5]2[N:9]=[C:8]([CH2:10][O:11][C:12]3[CH:13]=[C:14]([CH:19]=[CH:20][CH:21]=3)[C:15]([O:17][CH3:18])=[O:16])[N:7]([CH3:22])[C:6]=2[CH:23]=1.[Br:24][C:25]1[C:26](F)=[N:27][CH:28]=[C:29]([Br:31])[CH:30]=1.N1C2C(=CC=C3C=2N=CC=C3)C=CC=1.C(=O)([O-])[O-].[Cs+].[Cs+]. (3) The reactants are Cl[C:2]1[N:7]=[C:6]([NH2:8])[N:5]=[C:4]([NH:9][C:10]2[CH:15]=[CH:14][C:13]([CH3:16])=[CH:12][CH:11]=2)[CH:3]=1.Cl.[CH3:18][NH:19][CH3:20].C(N(CC)CC)C. The catalyst is CN(C=O)C. The product is [CH3:18][N:19]([CH3:20])[C:2]1[CH:3]=[C:4]([NH:9][C:10]2[CH:15]=[CH:14][C:13]([CH3:16])=[CH:12][CH:11]=2)[N:5]=[C:6]([NH2:8])[N:7]=1. The yield is 0.400.